This data is from HIV replication inhibition screening data with 41,000+ compounds from the AIDS Antiviral Screen. The task is: Binary Classification. Given a drug SMILES string, predict its activity (active/inactive) in a high-throughput screening assay against a specified biological target. (1) The compound is CC(=O)OCC1OC(N2C(c3ccccc3)=CC(c3ccco3)C(C#N)=C2S)C(OC(C)=O)C(OC(C)=O)C1OC(C)=O. The result is 1 (active). (2) The result is 0 (inactive). The drug is CNC(=O)N1CN(c2ccccc2)C2(CCN(CCCC3(c4ccc(F)cc4)OCCO3)CC2)C1=O.O=C(O)C=CC(=O)O. (3) The molecule is CCC(=O)C(CCN1CCC(n2c(=O)[nH]c3ccccc32)CC1)(c1ccccc1)c1ccccc1. The result is 0 (inactive). (4) The drug is CCN(CCCl)CCNc1c2ccccc2nc2ccc(OC)cc12.Cl. The result is 0 (inactive). (5) The drug is COc1ccc2c3c([nH]c2c1[N+](=O)[O-])C(C)N(C)CC3. The result is 0 (inactive). (6) The molecule is CCc1c(Cc2cc(C)cc(C)c2)n(COCCC[Se]c2ccccc2)c(=O)[nH]c1=O. The result is 1 (active). (7) The compound is CC(=O)CSc1c(-c2ccccc2)c(=O)n(-c2ccccc2)c(=S)n1-c1ccccc1. The result is 0 (inactive). (8) The drug is CNCCC=C1c2ccccc2CCc2ccccc21. The result is 0 (inactive). (9) The result is 0 (inactive). The drug is CC12CCC3C(CC(O)C45CC4CCC35C)C1CCC21C=CC(=O)O1.